Dataset: NCI-60 drug combinations with 297,098 pairs across 59 cell lines. Task: Regression. Given two drug SMILES strings and cell line genomic features, predict the synergy score measuring deviation from expected non-interaction effect. (1) Drug 1: CN(C)N=NC1=C(NC=N1)C(=O)N. Drug 2: N.N.Cl[Pt+2]Cl. Cell line: LOX IMVI. Synergy scores: CSS=25.7, Synergy_ZIP=-11.0, Synergy_Bliss=-12.0, Synergy_Loewe=-9.89, Synergy_HSA=-8.40. (2) Drug 1: C1=CC=C(C=C1)NC(=O)CCCCCCC(=O)NO. Drug 2: COCCOC1=C(C=C2C(=C1)C(=NC=N2)NC3=CC=CC(=C3)C#C)OCCOC.Cl. Cell line: SK-MEL-28. Synergy scores: CSS=10.0, Synergy_ZIP=-0.920, Synergy_Bliss=1.86, Synergy_Loewe=2.27, Synergy_HSA=2.37. (3) Drug 1: CC(C)(C#N)C1=CC=C(C=C1)N2C3=C4C=C(C=CC4=NC=C3N(C2=O)C)C5=CC6=CC=CC=C6N=C5. Drug 2: CCC1=C2N=C(C=C(N2N=C1)NCC3=C[N+](=CC=C3)[O-])N4CCCCC4CCO. Cell line: HT29. Synergy scores: CSS=66.9, Synergy_ZIP=3.82, Synergy_Bliss=3.96, Synergy_Loewe=4.34, Synergy_HSA=7.01. (4) Drug 1: C1=CN(C(=O)N=C1N)C2C(C(C(O2)CO)O)O.Cl. Drug 2: CC1C(C(CC(O1)OC2CC(CC3=C2C(=C4C(=C3O)C(=O)C5=C(C4=O)C(=CC=C5)OC)O)(C(=O)CO)O)N)O.Cl. Cell line: OVCAR-5. Synergy scores: CSS=31.6, Synergy_ZIP=-6.26, Synergy_Bliss=-9.38, Synergy_Loewe=-11.8, Synergy_HSA=-4.71. (5) Drug 1: COC1=CC(=CC(=C1O)OC)C2C3C(COC3=O)C(C4=CC5=C(C=C24)OCO5)OC6C(C(C7C(O6)COC(O7)C8=CC=CS8)O)O. Drug 2: C1C(C(OC1N2C=NC3=C2NC=NCC3O)CO)O. Cell line: SK-MEL-2. Synergy scores: CSS=43.8, Synergy_ZIP=0.0218, Synergy_Bliss=-1.36, Synergy_Loewe=-27.7, Synergy_HSA=-0.623.